This data is from Reaction yield outcomes from USPTO patents with 853,638 reactions. The task is: Predict the reaction yield, written as a fraction of the theoretical maximum amount of product (1.0 means a 100% yield; for example, 0.34 means a 34% yield). The reactants are [Br:1][C:2]1[CH:3]=[C:4]([O:19]C)[CH:5]=[C:6]([Br:18])[C:7]=1[O:8][C:9]1[CH:14]=[CH:13][C:12]([N+:15]([O-:17])=[O:16])=[CH:11][CH:10]=1.Cl. The catalyst is ClCCl. The product is [Br:1][C:2]1[CH:3]=[C:4]([OH:19])[CH:5]=[C:6]([Br:18])[C:7]=1[O:8][C:9]1[CH:10]=[CH:11][C:12]([N+:15]([O-:17])=[O:16])=[CH:13][CH:14]=1. The yield is 1.00.